From a dataset of HIV replication inhibition screening data with 41,000+ compounds from the AIDS Antiviral Screen. Binary Classification. Given a drug SMILES string, predict its activity (active/inactive) in a high-throughput screening assay against a specified biological target. (1) The drug is CN1C(=O)CC(Sc2ccccc2)c2ccccc21. The result is 0 (inactive). (2) The molecule is OC1(c2ccccc2)c2ccccc2N=C2NCCN21. The result is 0 (inactive). (3) The molecule is CC(C)C1=Cc2ccc3c(c2C(=O)C1=O)CCCC3. The result is 0 (inactive). (4) The molecule is Cn1c(=O)c2c(nc3n(Cc4ccccc4)c(=O)c(NCCBr)cn23)n(C)c1=O. The result is 0 (inactive). (5) The drug is CC1(C)OCC2OC(n3cnc4c(N)nc(Cl)nc43)C(OS(C)(=O)=O)C2O1. The result is 0 (inactive). (6) The molecule is COc1ccc([B-]23OCC[N+]2(CNC(=O)C2=C(O)C(N(C)C)C4CC5C(=C(O)C4(O)C2=O)C(=O)c2c(O)cccc2C5(C)O)CCO3)cc1. The result is 0 (inactive).